From a dataset of Catalyst prediction with 721,799 reactions and 888 catalyst types from USPTO. Predict which catalyst facilitates the given reaction. (1) Reactant: O=S(Cl)Cl.[I:5][C:6]1[CH:14]=[CH:13][C:12]([O:15][CH2:16][CH2:17][CH3:18])=[CH:11][C:7]=1[C:8]([NH2:10])=O.O. Product: [I:5][C:6]1[CH:14]=[CH:13][C:12]([O:15][CH2:16][CH2:17][CH3:18])=[CH:11][C:7]=1[C:8]#[N:10]. The catalyst class is: 3. (2) Reactant: [CH3:1][NH:2][CH2:3][CH2:4][C@H:5]([O:11][C:12]1[CH:13]=[CH:14][CH:15]=[C:16]2[CH:21]=[CH:20][CH:19]=[CH:18][C:17]=12)[C:6]1[S:10][CH:9]=[CH:8][CH:7]=1.[ClH:22].C(O)(C)C. Product: [CH3:1][NH:2][CH2:3][CH2:4][C@H:5]([O:11][C:12]1[CH:13]=[CH:14][CH:15]=[C:16]2[CH:21]=[CH:20][CH:19]=[CH:18][C:17]=12)[C:6]1[S:10][CH:9]=[CH:8][CH:7]=1.[ClH:22]. The catalyst class is: 480. (3) Product: [OH:10][C:11]1[CH:16]=[CH:15][C:14]([C:2]2[S:6][C:5]([C:7](=[O:9])[CH3:8])=[CH:4][CH:3]=2)=[CH:13][CH:12]=1. Reactant: Br[C:2]1[S:6][C:5]([C:7](=[O:9])[CH3:8])=[CH:4][CH:3]=1.[OH:10][C:11]1[CH:16]=[CH:15][C:14](B(O)O)=[CH:13][CH:12]=1.C(=O)([O-])[O-].[Na+].[Na+]. The catalyst class is: 203.